From a dataset of Reaction yield outcomes from USPTO patents with 853,638 reactions. Predict the reaction yield, written as a fraction of the theoretical maximum amount of product (1.0 means a 100% yield; for example, 0.34 means a 34% yield). (1) The reactants are [CH3:1][C:2]1[CH:3]=[CH:4][C:5](=O)[NH:6][C:7]=1[CH3:8].P(Cl)(Cl)([Cl:12])=O.P(Cl)(Cl)(Cl)(Cl)Cl.[OH-].[K+].C(=O)([O-])[O-].[K+].[K+]. The catalyst is C(Cl)Cl.O. The product is [Cl:12][C:5]1[N:6]=[C:7]([CH3:8])[C:2]([CH3:1])=[CH:3][CH:4]=1. The yield is 0.770. (2) The reactants are [CH2:1]([NH:5][C:6]1[CH:7]=[CH:8][C:9]2[N:10]([C:12]([C:15]3[CH:16]=[C:17]4[C:21](=[CH:22][CH:23]=3)[CH2:20][N:19](C(OC(C)(C)C)=O)[CH2:18]4)=[CH:13][N:14]=2)[N:11]=1)[CH2:2][CH2:3][CH3:4].C([Cl:34])(=O)C. No catalyst specified. The product is [ClH:34].[CH2:1]([NH:5][C:6]1[CH:7]=[CH:8][C:9]2[N:10]([C:12]([C:15]3[CH:16]=[C:17]4[C:21](=[CH:22][CH:23]=3)[CH2:20][NH:19][CH2:18]4)=[CH:13][N:14]=2)[N:11]=1)[CH2:2][CH2:3][CH3:4]. The yield is 0.350. (3) The reactants are [NH:1]1[C:10](=[O:11])[C:9]2[NH:8][CH:7]=[N:6][C:5]=2[N:4]=[C:2]1[NH2:3].[C:12](Cl)([C:25]1[CH:30]=[CH:29][CH:28]=[CH:27][CH:26]=1)([C:19]1[CH:24]=[CH:23][CH:22]=[CH:21][CH:20]=1)[C:13]1[CH:18]=[CH:17][CH:16]=[CH:15][CH:14]=1. The catalyst is C[Si](N[Si](C)(C)C)(C)C. The product is [C:12]([NH:3][C:2]1[NH:1][C:10](=[O:11])[C:9]2[N:8]=[CH:7][N:6]([C:12]([C:13]3[CH:18]=[CH:17][CH:16]=[CH:15][CH:14]=3)([C:25]3[CH:26]=[CH:27][CH:28]=[CH:29][CH:30]=3)[C:19]3[CH:20]=[CH:21][CH:22]=[CH:23][CH:24]=3)[C:5]=2[N:4]=1)([C:25]1[CH:30]=[CH:29][CH:28]=[CH:27][CH:26]=1)([C:19]1[CH:24]=[CH:23][CH:22]=[CH:21][CH:20]=1)[C:13]1[CH:18]=[CH:17][CH:16]=[CH:15][CH:14]=1. The yield is 0.720.